From a dataset of Reaction yield outcomes from USPTO patents with 853,638 reactions. Predict the reaction yield, written as a fraction of the theoretical maximum amount of product (1.0 means a 100% yield; for example, 0.34 means a 34% yield). (1) The reactants are [Cl:1][C:2]1[CH:13]=[CH:12][C:5]([CH:6]=[C:7]([C:10]#[N:11])[C:8]#[N:9])=[CH:4][CH:3]=1.[CH:14]([Mg]Br)([CH3:16])[CH3:15].Cl. The catalyst is O1CCCC1.[Cu]I. The product is [Cl:1][C:2]1[CH:3]=[CH:4][C:5]([CH:6]([CH:7]([C:8]#[N:9])[C:10]#[N:11])[CH:14]([CH3:16])[CH3:15])=[CH:12][CH:13]=1. The yield is 0.520. (2) The reactants are [CH:1]1[N:2]=[C:3]([C:10]([C:12]2[CH:17]=[CH:16][CH:15]=[CH:14][C:13]=2[C:18]([F:21])([F:20])[F:19])=[O:11])[N:4]2[CH2:9][CH2:8][CH2:7][CH2:6][C:5]=12.C1C(=O)N([Br:29])C(=O)C1. The catalyst is C(Cl)Cl. The product is [Br:29][C:1]1[N:2]=[C:3]([C:10]([C:12]2[CH:17]=[CH:16][CH:15]=[CH:14][C:13]=2[C:18]([F:20])([F:21])[F:19])=[O:11])[N:4]2[CH2:9][CH2:8][CH2:7][CH2:6][C:5]=12. The yield is 0.920. (3) The reactants are N#N.[F:3][C:4]1[CH:5]=[CH:6][C:7]([CH3:12])=[C:8]([CH:11]=1)[C:9]#[N:10].C1C(=O)N([Br:20])C(=O)C1.CC(N=NC(C#N)(C)C)(C#N)C. The catalyst is C(Cl)(Cl)(Cl)Cl. The product is [Br:20][CH2:12][C:7]1[CH:6]=[CH:5][C:4]([F:3])=[CH:11][C:8]=1[C:9]#[N:10]. The yield is 0.660. (4) The reactants are [NH:1]([C:8]([NH:21][C:22]1[CH:27]=[CH:26][CH:25]=[CH:24][CH:23]=1)=[CH:9][C:10]([C:12]1[C:13](Cl)=[N:14][C:15]([CH3:19])=[CH:16][C:17]=1[Cl:18])=[O:11])[C:2]1[CH:7]=[CH:6][CH:5]=[CH:4][CH:3]=1.CC([O-])(C)C.[K+]. The catalyst is O1CCOCC1. The product is [NH:1]([C:8]1[N:21]([C:22]2[CH:27]=[CH:26][CH:25]=[CH:24][CH:23]=2)[C:13]2[C:12]([C:10](=[O:11])[CH:9]=1)=[C:17]([Cl:18])[CH:16]=[C:15]([CH3:19])[N:14]=2)[C:2]1[CH:7]=[CH:6][CH:5]=[CH:4][CH:3]=1. The yield is 0.140. (5) The reactants are Cl.C[O:3][C:4](=[O:39])[C:5]1[CH:10]=[CH:9][C:8]([CH2:11][O:12][C:13]2[CH:18]=[CH:17][C:16]([CH2:19][C@H:20]([NH2:38])[C:21]3[N:22]([CH2:34][CH2:35][CH2:36][CH3:37])[CH:23]=[C:24]([C:26]4[CH:31]=[CH:30][C:29]([Cl:32])=[CH:28][C:27]=4[Cl:33])[N:25]=3)=[CH:15][CH:14]=2)=[CH:7][CH:6]=1.[CH:40]1([C:43](O)=[O:44])[CH2:42][CH2:41]1. No catalyst specified. The product is [CH2:34]([N:22]1[CH:23]=[C:24]([C:26]2[CH:31]=[CH:30][C:29]([Cl:32])=[CH:28][C:27]=2[Cl:33])[N:25]=[C:21]1[C@@H:20]([NH:38][C:43]([CH:40]1[CH2:42][CH2:41]1)=[O:44])[CH2:19][C:16]1[CH:15]=[CH:14][C:13]([O:12][CH2:11][C:8]2[CH:9]=[CH:10][C:5]([C:4]([OH:3])=[O:39])=[CH:6][CH:7]=2)=[CH:18][CH:17]=1)[CH2:35][CH2:36][CH3:37]. The yield is 0.650. (6) The reactants are [NH2:1][C:2]1[N:7]=[C:6]([CH3:8])[N:5]=[C:4]([C:9]2[CH:10]=[C:11]([C:25](=[O:27])[CH3:26])[CH:12]=[N:13][C:14]=2[NH:15][C:16]2[CH:17]=[N:18][C:19]([Cl:24])=[C:20]([O:22][CH3:23])[CH:21]=2)[N:3]=1.[CH3:28][Mg]Br. The catalyst is C1COCC1. The product is [NH2:1][C:2]1[N:7]=[C:6]([CH3:8])[N:5]=[C:4]([C:9]2[CH:10]=[C:11]([C:25]([OH:27])([CH3:28])[CH3:26])[CH:12]=[N:13][C:14]=2[NH:15][C:16]2[CH:17]=[N:18][C:19]([Cl:24])=[C:20]([O:22][CH3:23])[CH:21]=2)[N:3]=1. The yield is 0.260. (7) The reactants are [Br:1][C:2]1[CH:9]=[CH:8][C:5]([CH:6]=[O:7])=[C:4](F)[CH:3]=1.[CH3:11][O-:12].[Na+]. The catalyst is CO. The product is [Br:1][C:2]1[CH:9]=[CH:8][C:5]([CH:6]=[O:7])=[C:4]([O:12][CH3:11])[CH:3]=1. The yield is 0.970. (8) The reactants are CC([O-])(C)C.[K+].[C:7]([CH2:9][C:10]([NH2:12])=[O:11])#[N:8].[CH3:13][C:14](=O)/[CH:15]=[CH:16]/[CH2:17][CH3:18].N#N.O=O. The catalyst is CC#N.Cl. The product is [CH2:14]([C:15]1[NH:12][C:10](=[O:11])[C:9]([C:7]#[N:8])=[C:17]([CH3:18])[CH:16]=1)[CH3:13]. The yield is 0.210. (9) The reactants are [NH2:1][CH2:2][CH2:3][CH2:4][CH2:5][C@H:6]([NH:22][C:23](=[O:29])[O:24][C:25]([CH3:28])([CH3:27])[CH3:26])[C:7]1[NH:8][C:9]([C:12]2[CH:21]=[CH:20][C:19]3[C:14](=[CH:15][CH:16]=[CH:17][CH:18]=3)[CH:13]=2)=[CH:10][N:11]=1.[CH3:30][N:31]=[C:32]=[O:33].C([O-])(O)=O.[Na+]. The catalyst is C(Cl)Cl.CN(C=O)C. The product is [CH3:30][NH:31][C:32]([NH:1][CH2:2][CH2:3][CH2:4][CH2:5][C@H:6]([NH:22][C:23](=[O:29])[O:24][C:25]([CH3:26])([CH3:28])[CH3:27])[C:7]1[NH:8][C:9]([C:12]2[CH:21]=[CH:20][C:19]3[C:14](=[CH:15][CH:16]=[CH:17][CH:18]=3)[CH:13]=2)=[CH:10][N:11]=1)=[O:33]. The yield is 0.630.